From a dataset of NCI-60 drug combinations with 297,098 pairs across 59 cell lines. Regression. Given two drug SMILES strings and cell line genomic features, predict the synergy score measuring deviation from expected non-interaction effect. (1) Drug 1: CN1CCC(CC1)COC2=C(C=C3C(=C2)N=CN=C3NC4=C(C=C(C=C4)Br)F)OC. Drug 2: CN1C(=O)N2C=NC(=C2N=N1)C(=O)N. Cell line: HOP-62. Synergy scores: CSS=-6.07, Synergy_ZIP=2.76, Synergy_Bliss=-2.57, Synergy_Loewe=-12.3, Synergy_HSA=-9.39. (2) Drug 1: C1C(C(OC1N2C=NC3=C(N=C(N=C32)Cl)N)CO)O. Drug 2: C1=NC2=C(N=C(N=C2N1C3C(C(C(O3)CO)O)O)F)N. Cell line: HCT-15. Synergy scores: CSS=50.6, Synergy_ZIP=2.43, Synergy_Bliss=-0.100, Synergy_Loewe=0.434, Synergy_HSA=0.585. (3) Drug 1: CCC1(CC2CC(C3=C(CCN(C2)C1)C4=CC=CC=C4N3)(C5=C(C=C6C(=C5)C78CCN9C7C(C=CC9)(C(C(C8N6C=O)(C(=O)OC)O)OC(=O)C)CC)OC)C(=O)OC)O.OS(=O)(=O)O. Drug 2: C1C(C(OC1N2C=NC3=C2NC=NCC3O)CO)O. Cell line: HCT-15. Synergy scores: CSS=2.10, Synergy_ZIP=2.24, Synergy_Bliss=-9.65, Synergy_Loewe=-0.166, Synergy_HSA=-5.73. (4) Drug 1: C1CC2CC3=C(CC1C24CN(S(=O)(=O)N4)CC(F)(F)F)C=CC(=C3)C=CCN5CCC(CC5)C(F)(F)F. Drug 2: CC1=C(C(=CC=C1)Cl)NC(=O)C2=CN=C(S2)NC3=CC(=NC(=N3)C)N4CCN(CC4)CCO. Cell line: SK-OV-3. Synergy scores: CSS=56.3, Synergy_ZIP=2.13, Synergy_Bliss=1.93, Synergy_Loewe=-10.5, Synergy_HSA=2.40. (5) Drug 1: CC1=C2C(C(=O)C3(C(CC4C(C3C(C(C2(C)C)(CC1OC(=O)C(C(C5=CC=CC=C5)NC(=O)C6=CC=CC=C6)O)O)OC(=O)C7=CC=CC=C7)(CO4)OC(=O)C)O)C)OC(=O)C. Drug 2: N.N.Cl[Pt+2]Cl. Cell line: NCI/ADR-RES. Synergy scores: CSS=37.7, Synergy_ZIP=-3.48, Synergy_Bliss=-1.05, Synergy_Loewe=-0.327, Synergy_HSA=-0.606. (6) Drug 1: C1=CC(=CC=C1CC(C(=O)O)N)N(CCCl)CCCl.Cl. Drug 2: C1=NC2=C(N1)C(=S)N=CN2. Cell line: SF-295. Synergy scores: CSS=20.4, Synergy_ZIP=-11.1, Synergy_Bliss=-8.26, Synergy_Loewe=-16.5, Synergy_HSA=-6.79.